This data is from Forward reaction prediction with 1.9M reactions from USPTO patents (1976-2016). The task is: Predict the product of the given reaction. (1) Given the reactants [F:1][C:2]1[CH:3]=[N:4][CH:5]=[CH:6][C:7]=1[NH2:8].C(N(CC)CC)C.[C:16](Cl)(=[O:23])[C:17]1[CH:22]=[CH:21][CH:20]=[CH:19][CH:18]=1, predict the reaction product. The product is: [F:1][C:2]1[CH:3]=[N:4][CH:5]=[CH:6][C:7]=1[NH:8][C:16](=[O:23])[C:17]1[CH:22]=[CH:21][CH:20]=[CH:19][CH:18]=1. (2) The product is: [C:17]([O:16][C:14]([N:10]1[C:11]2[C:7](=[CH:6][C:5]([C:3]([OH:4])=[O:2])=[CH:13][CH:12]=2)[CH2:8][CH2:9]1)=[O:15])([CH3:20])([CH3:18])[CH3:19]. Given the reactants C[O:2][C:3]([C:5]1[CH:6]=[C:7]2[C:11](=[CH:12][CH:13]=1)[N:10]([C:14]([O:16][C:17]([CH3:20])([CH3:19])[CH3:18])=[O:15])[CH2:9][CH2:8]2)=[O:4].[OH-].[Na+], predict the reaction product. (3) Given the reactants [NH2:1][C:2]1[N:10]=[CH:9][C:8]([Br:11])=[CH:7][C:3]=1[C:4](O)=[O:5].C[CH2:13][N:14](C(C)C)[CH:15](C)C.CN(C(ON1N=NC2C=CC=CC1=2)=[N+](C)C)C.[B-](F)(F)(F)F.CNC, predict the reaction product. The product is: [NH2:1][C:2]1[N:10]=[CH:9][C:8]([Br:11])=[CH:7][C:3]=1[C:4]([N:14]([CH3:15])[CH3:13])=[O:5]. (4) Given the reactants C1(P(C2C=CC=CC=2)C2C=CC=CC=2)C=CC=CC=1.[Br:20]Br.[Br:22][C:23]1[CH:28]=[CH:27][C:26]([CH:29]=[C:30]([CH3:33])[CH2:31]O)=[CH:25][CH:24]=1, predict the reaction product. The product is: [Br:22][C:23]1[CH:28]=[CH:27][C:26]([CH:29]=[C:30]([CH3:33])[CH2:31][Br:20])=[CH:25][CH:24]=1. (5) Given the reactants [C:1]([O:10][CH2:11][CH3:12])(=[O:9])/[CH:2]=[CH:3]/[C:4]([O:6][CH2:7][CH3:8])=[O:5].[C:13]([O:20][CH2:21][CH3:22])(=[O:19])/[CH:14]=[CH:15]/[C:16]([O-:18])=[O:17].CCCCCC, predict the reaction product. The product is: [C:4]([O:6][CH2:7][CH3:8])(=[O:5])/[CH:3]=[CH:2]/[C:1]([O:10][CH2:11][CH3:12])=[O:9].[C:13]([O:20][CH2:21][CH3:22])(=[O:19])/[CH:14]=[CH:15]/[C:16]([O-:18])=[O:17].